This data is from Forward reaction prediction with 1.9M reactions from USPTO patents (1976-2016). The task is: Predict the product of the given reaction. (1) The product is: [CH3:1][O:2][C:3]1[CH:21]=[CH:20][C:6]([CH2:7][O:8][NH2:9])=[CH:5][CH:4]=1. Given the reactants [CH3:1][O:2][C:3]1[CH:21]=[CH:20][C:6]([CH2:7][O:8][N:9]2C(=O)C3C(=CC=CC=3)C2=O)=[CH:5][CH:4]=1.O.NN, predict the reaction product. (2) Given the reactants [Cl:1][C:2]1[CH:14]=[CH:13][CH:12]=[CH:11][C:3]=1[CH2:4][C:5]1[S:9][C:8]([NH2:10])=[N:7][CH:6]=1.[CH3:15][O:16][C:17]1[CH:22]=[CH:21][C:20]([C:23]2([C:26](O)=[O:27])[CH2:25][CH2:24]2)=[CH:19][CH:18]=1.C(N(CC)CC)C.F[P-](F)(F)(F)(F)F.N1(OC(N(C)C)=[N+](C)C)C2N=CC=CC=2N=N1, predict the reaction product. The product is: [Cl:1][C:2]1[CH:14]=[CH:13][CH:12]=[CH:11][C:3]=1[CH2:4][C:5]1[S:9][C:8]([NH:10][C:26]([C:23]2([C:20]3[CH:19]=[CH:18][C:17]([O:16][CH3:15])=[CH:22][CH:21]=3)[CH2:25][CH2:24]2)=[O:27])=[N:7][CH:6]=1. (3) Given the reactants FC(F)(F)S(O[C:7]1[CH:24]=[CH:23][C:10]2[CH2:11][N:12]([C:16]([O:18][C:19]([CH3:22])([CH3:21])[CH3:20])=[O:17])[CH2:13][CH2:14][O:15][C:9]=2[CH:8]=1)(=O)=O.[CH3:27][N:28](C=O)C, predict the reaction product. The product is: [C:27]([C:7]1[CH:24]=[CH:23][C:10]2[CH2:11][N:12]([C:16]([O:18][C:19]([CH3:22])([CH3:21])[CH3:20])=[O:17])[CH2:13][CH2:14][O:15][C:9]=2[CH:8]=1)#[N:28]. (4) Given the reactants [F:1][C:2]1[CH:3]=[C:4]([C:40]([CH3:44])([CH3:43])[C:41]#[N:42])[CH:5]=[C:6]2[C:11]=1[C:10](=[O:12])[N:9]([C:13]1[C:18]([CH:19]=[O:20])=[C:17]([C:21]3[CH:26]=[C:25]([NH:27][C:28]4[CH:37]=[C:31]5[CH2:32][N:33]([CH3:36])[CH2:34][CH2:35][N:30]5[N:29]=4)[C:24](=[O:38])[N:23]([CH3:39])[N:22]=3)[CH:16]=[CH:15][N:14]=1)[CH:8]=[CH:7]2.C(Cl)Cl.[BH4-].[Na+], predict the reaction product. The product is: [F:1][C:2]1[CH:3]=[C:4]([C:40]([CH3:44])([CH3:43])[C:41]#[N:42])[CH:5]=[C:6]2[C:11]=1[C:10](=[O:12])[N:9]([C:13]1[C:18]([CH2:19][OH:20])=[C:17]([C:21]3[CH:26]=[C:25]([NH:27][C:28]4[CH:37]=[C:31]5[CH2:32][N:33]([CH3:36])[CH2:34][CH2:35][N:30]5[N:29]=4)[C:24](=[O:38])[N:23]([CH3:39])[N:22]=3)[CH:16]=[CH:15][N:14]=1)[CH:8]=[CH:7]2.